From a dataset of NCI-60 drug combinations with 297,098 pairs across 59 cell lines. Regression. Given two drug SMILES strings and cell line genomic features, predict the synergy score measuring deviation from expected non-interaction effect. (1) Drug 1: C1=CC(=CC=C1CC(C(=O)O)N)N(CCCl)CCCl.Cl. Drug 2: CCC1(CC2CC(C3=C(CCN(C2)C1)C4=CC=CC=C4N3)(C5=C(C=C6C(=C5)C78CCN9C7C(C=CC9)(C(C(C8N6C)(C(=O)OC)O)OC(=O)C)CC)OC)C(=O)OC)O.OS(=O)(=O)O. Cell line: DU-145. Synergy scores: CSS=57.2, Synergy_ZIP=4.16, Synergy_Bliss=3.55, Synergy_Loewe=-26.6, Synergy_HSA=2.32. (2) Drug 1: C1=NC(=NC(=O)N1C2C(C(C(O2)CO)O)O)N. Drug 2: CNC(=O)C1=NC=CC(=C1)OC2=CC=C(C=C2)NC(=O)NC3=CC(=C(C=C3)Cl)C(F)(F)F. Cell line: NCI/ADR-RES. Synergy scores: CSS=3.87, Synergy_ZIP=-3.20, Synergy_Bliss=-2.61, Synergy_Loewe=-5.98, Synergy_HSA=-2.95. (3) Drug 1: CS(=O)(=O)C1=CC(=C(C=C1)C(=O)NC2=CC(=C(C=C2)Cl)C3=CC=CC=N3)Cl. Drug 2: CNC(=O)C1=NC=CC(=C1)OC2=CC=C(C=C2)NC(=O)NC3=CC(=C(C=C3)Cl)C(F)(F)F. Cell line: EKVX. Synergy scores: CSS=15.6, Synergy_ZIP=-10.3, Synergy_Bliss=-3.75, Synergy_Loewe=-9.52, Synergy_HSA=-2.90.